This data is from Peptide-MHC class I binding affinity with 185,985 pairs from IEDB/IMGT. The task is: Regression. Given a peptide amino acid sequence and an MHC pseudo amino acid sequence, predict their binding affinity value. This is MHC class I binding data. (1) The peptide sequence is ASSMVNGVVR. The MHC is HLA-A68:01 with pseudo-sequence HLA-A68:01. The binding affinity (normalized) is 0.643. (2) The peptide sequence is WIMLLQFAY. The MHC is HLA-A11:01 with pseudo-sequence HLA-A11:01. The binding affinity (normalized) is 0.117. (3) The peptide sequence is ILMQVPFSV. The MHC is HLA-A02:01 with pseudo-sequence HLA-A02:01. The binding affinity (normalized) is 0.814. (4) The peptide sequence is SFSLESDSIK. The MHC is HLA-B54:01 with pseudo-sequence HLA-B54:01. The binding affinity (normalized) is 0.